The task is: Predict the reactants needed to synthesize the given product.. This data is from Full USPTO retrosynthesis dataset with 1.9M reactions from patents (1976-2016). (1) Given the product [CH3:1][O:2][C:3]([NH:5][C@@H:6]([CH:57]([CH3:59])[CH3:58])[C:7]([N:9]1[CH2:13][C@@H:12]([S:14][CH3:15])[CH2:11][C@H:10]1[C:16]1[NH:71][C:20]([C:22]2[CH:23]=[CH:24][C:25]([C:28]3[CH:29]=[CH:30][C:31]([C:34]4[NH:38][C:37]([C@@H:39]5[CH2:43][C@H:42]([CH2:44][O:45][CH3:46])[CH2:41][N:40]5[C:75]([O:74][CH2:73][C:72]5[CH:64]=[CH:63][CH:62]=[CH:61][CH:60]=5)=[O:76])=[N:36][CH:35]=4)=[CH:32][CH:33]=3)=[CH:26][CH:27]=2)=[CH:19][N:18]=1)=[O:8])=[O:4], predict the reactants needed to synthesize it. The reactants are: [CH3:1][O:2][C:3]([NH:5][C@@H:6]([CH:57]([CH3:59])[CH3:58])[C:7]([N:9]1[CH2:13][C@@H:12]([S:14][CH3:15])[CH2:11][C@H:10]1[C:16]([NH:18][CH2:19][C:20]([C:22]1[CH:27]=[CH:26][C:25]([C:28]2[CH:33]=[CH:32][C:31]([C:34]3[NH:38][C:37]([C@@H:39]4[CH2:43][C@H:42]([CH2:44][O:45][CH3:46])[CH2:41][N:40]4C(OCC4C=CC=CC=4)=O)=[N:36][CH:35]=3)=[CH:30][CH:29]=2)=[CH:24][CH:23]=1)=O)=O)=[O:8])=[O:4].[C:60]1(C)C=[CH:64][CH:63]=[CH:62][CH:61]=1.C([O-])(=O)C.[NH4+:71].[CH3:72][CH2:73][O:74][C:75](C)=[O:76]. (2) Given the product [Br:12][C:13]1[CH:18]=[CH:17][C:16]([C:6]2[CH:7]=[CH:8][C:3]([CH2:2][OH:1])=[CH:4][CH:5]=2)=[C:15]([CH3:20])[CH:14]=1, predict the reactants needed to synthesize it. The reactants are: [OH:1][CH2:2][C:3]1[CH:8]=[CH:7][C:6](B(O)O)=[CH:5][CH:4]=1.[Br:12][C:13]1[CH:18]=[CH:17][C:16](I)=[C:15]([CH3:20])[CH:14]=1. (3) Given the product [NH2:24][C:25]1[C:30]([C:31]#[N:32])=[C:29]([NH:3][C@H:4]([C:6]2[N:7]([C:18]3[CH:23]=[CH:22][CH:21]=[CH:20][CH:19]=3)[C:8]3[C:14]([CH2:15][OH:16])=[C:13]([F:17])[CH:12]=[CH:11][C:9]=3[N:10]=2)[CH3:5])[N:28]=[CH:27][N:26]=1, predict the reactants needed to synthesize it. The reactants are: Cl.Cl.[NH2:3][C@H:4]([C:6]1[N:7]([C:18]2[CH:23]=[CH:22][CH:21]=[CH:20][CH:19]=2)[C:8]2[C:14]([CH2:15][OH:16])=[C:13]([F:17])[CH:12]=[CH:11][C:9]=2[N:10]=1)[CH3:5].[NH2:24][C:25]1[C:30]([C:31]#[N:32])=[C:29](Cl)[N:28]=[CH:27][N:26]=1.CCN(C(C)C)C(C)C. (4) Given the product [Cl:1][C:2]1[CH:15]=[CH:14][C:13]([N:16]2[C:21](=[O:22])[CH:20]=[C:19]([C:23]([F:25])([F:26])[F:24])[N:18]([CH3:27])[C:17]2=[O:28])=[CH:12][C:3]=1[C:4]([O:6][C@@H:7]([CH3:11])[C:8]([Cl:31])=[O:10])=[O:5], predict the reactants needed to synthesize it. The reactants are: [Cl:1][C:2]1[CH:15]=[CH:14][C:13]([N:16]2[C:21](=[O:22])[CH:20]=[C:19]([C:23]([F:26])([F:25])[F:24])[N:18]([CH3:27])[C:17]2=[O:28])=[CH:12][C:3]=1[C:4]([O:6][C@@H:7]([CH3:11])[C:8]([OH:10])=O)=[O:5].S(Cl)([Cl:31])=O. (5) Given the product [F:21][C:15]1[CH:16]=[C:17]([F:20])[CH:18]=[CH:19][C:14]=1[CH2:13][N:12]1[C:7]([C:4]2[O:5][CH:6]=[C:2]([C:35]3[CH:36]=[C:37]([CH:39]([CH3:41])[CH3:40])[CH:38]=[C:33]([S:32][CH2:30][CH3:31])[CH:34]=3)[CH:3]=2)=[CH:8][C:9]([C:25]([F:29])([F:28])[CH2:26][CH3:27])=[C:10]([C:23]#[N:24])[C:11]1=[O:22], predict the reactants needed to synthesize it. The reactants are: Br[C:2]1[CH:3]=[C:4]([C:7]2[N:12]([CH2:13][C:14]3[CH:19]=[CH:18][C:17]([F:20])=[CH:16][C:15]=3[F:21])[C:11](=[O:22])[C:10]([C:23]#[N:24])=[C:9]([C:25]([F:29])([F:28])[CH2:26][CH3:27])[CH:8]=2)[O:5][CH:6]=1.[CH2:30]([S:32][C:33]1[CH:34]=[C:35](B2OC(C)(C)C(C)(C)O2)[CH:36]=[C:37]([CH:39]([CH3:41])[CH3:40])[CH:38]=1)[CH3:31].C([O-])([O-])=O.[K+].[K+]. (6) Given the product [CH:1]1([CH:8]=[C:9]2[CH2:10][C:11](=[O:24])[CH:12]([C:15]3[C:20]([CH3:21])=[CH:19][C:18]([CH3:22])=[CH:17][C:16]=3[CH3:23])[C:13]2=[O:14])[CH2:2][CH2:3][CH2:4][CH2:5][CH2:6][CH2:7]1, predict the reactants needed to synthesize it. The reactants are: [CH:1]1([CH:8](O)[CH:9]2[C:13](=[O:14])[C:12]([C:15]3[C:20]([CH3:21])=[CH:19][C:18]([CH3:22])=[CH:17][C:16]=3[CH3:23])=[C:11]([O:24]C)[CH2:10]2)[CH2:7][CH2:6][CH2:5][CH2:4][CH2:3][CH2:2]1.Cl. (7) Given the product [CH3:20][O:19][C:12]1[CH:13]=[CH:14][CH:15]=[C:16]([O:17][CH3:18])[C:11]=1[CH:2]1[N:1]([CH2:35][C:31]2[CH:32]=[CH:33][C:34]3[N:22]([CH3:21])[C:23]4[C:28]([C:29]=3[CH:30]=2)=[CH:27][CH:26]=[CH:25][CH:24]=4)[C:7](=[O:9])[CH2:6][CH2:5][CH2:4][CH2:3]1, predict the reactants needed to synthesize it. The reactants are: [NH2:1][CH:2]([C:11]1[C:16]([O:17][CH3:18])=[CH:15][CH:14]=[CH:13][C:12]=1[O:19][CH3:20])[CH2:3][CH2:4][CH2:5][CH2:6][C:7]([O:9]C)=O.[CH3:21][N:22]1[C:34]2[CH:33]=[CH:32][C:31]([CH:35]=O)=[CH:30][C:29]=2[C:28]2[C:23]1=[CH:24][CH:25]=[CH:26][CH:27]=2. (8) Given the product [F:1][C:2]1[CH:28]=[CH:27][CH:26]=[C:25]([F:29])[C:3]=1[C:4]([NH:6][C:7](=[O:24])[N:8]([C:10]1[CH:15]=[CH:14][C:13]([S:16]([C:17]([F:22])([F:21])[CH:18]([F:19])[F:20])=[O:38])=[CH:12][C:11]=1[F:23])[CH3:9])=[O:5], predict the reactants needed to synthesize it. The reactants are: [F:1][C:2]1[CH:28]=[CH:27][CH:26]=[C:25]([F:29])[C:3]=1[C:4]([NH:6][C:7](=[O:24])[N:8]([C:10]1[CH:15]=[CH:14][C:13]([S:16][C:17]([F:22])([F:21])[CH:18]([F:20])[F:19])=[CH:12][C:11]=1[F:23])[CH3:9])=[O:5].ClC1C=CC=C(C(OO)=[O:38])C=1.